Dataset: Peptide-MHC class II binding affinity with 134,281 pairs from IEDB. Task: Regression. Given a peptide amino acid sequence and an MHC pseudo amino acid sequence, predict their binding affinity value. This is MHC class II binding data. (1) The peptide sequence is EKKYFAATQFEPLAD. The MHC is HLA-DQA10401-DQB10402 with pseudo-sequence HLA-DQA10401-DQB10402. The binding affinity (normalized) is 0.517. (2) The peptide sequence is SWLEPVQFLRSVFAN. The MHC is DRB1_0901 with pseudo-sequence DRB1_0901. The binding affinity (normalized) is 0.233. (3) The peptide sequence is NYLALLVKYVNGDGD. The binding affinity (normalized) is 0.228. The MHC is HLA-DPA10301-DPB10402 with pseudo-sequence HLA-DPA10301-DPB10402. (4) The MHC is HLA-DQA10501-DQB10301 with pseudo-sequence HLA-DQA10501-DQB10301. The peptide sequence is EKYYFAATQFEPLAA. The binding affinity (normalized) is 0.446. (5) The peptide sequence is APEVKYTVFETALKK. The MHC is HLA-DQA10501-DQB10301 with pseudo-sequence YNYHQRXFATVLHSLYFAYTYYDVRTETVHLETT. The binding affinity (normalized) is 0.325. (6) The peptide sequence is AAKPAAAATATATAA. The MHC is DRB1_1101 with pseudo-sequence DRB1_1101. The binding affinity (normalized) is 0. (7) The peptide sequence is AAVGATPEAKFDSFV. The MHC is DRB1_1302 with pseudo-sequence DRB1_1302. The binding affinity (normalized) is 0.206.